This data is from Full USPTO retrosynthesis dataset with 1.9M reactions from patents (1976-2016). The task is: Predict the reactants needed to synthesize the given product. (1) Given the product [CH3:19][CH:7]1[C:6](=[CH:5][C:4]2[CH:3]=[C:2]([CH:22]=[CH:21][CH:20]=2)[O:1][C:28]2[N:29]=[CH:30][C:25]([C:24]([F:32])([F:31])[F:23])=[CH:26][N:27]=2)[CH2:11][CH2:10][NH:9][CH2:8]1, predict the reactants needed to synthesize it. The reactants are: [OH:1][C:2]1[CH:3]=[C:4]([CH:20]=[CH:21][CH:22]=1)[CH:5]=[C:6]1[CH2:11][CH2:10][N:9](C(OC(C)(C)C)=O)[CH2:8][CH:7]1[CH3:19].[F:23][C:24]([F:32])([F:31])[C:25]1[CH:26]=[N:27][CH:28]=[N:29][CH:30]=1.C([O-])([O-])=O.[Cs+].[Cs+].FC(F)(F)C(O)=O.C(=O)(O)[O-].[Na+]. (2) Given the product [O:29]1[C:28]2[CH:32]=[CH:33][C:25]([O:24][C:18]3[C:17]([C:15]([NH:14][CH2:13][C:10]4[CH:11]=[CH:12][C:7]([O:6][C@H:4]([CH3:5])[C:3]([OH:35])=[O:2])=[CH:8][C:9]=4[F:34])=[O:16])=[CH:22][C:21]([F:23])=[CH:20][N:19]=3)=[CH:26][C:27]=2[O:31][CH2:30]1, predict the reactants needed to synthesize it. The reactants are: C[O:2][C:3](=[O:35])[C@H:4]([O:6][C:7]1[CH:12]=[CH:11][C:10]([CH2:13][NH:14][C:15]([C:17]2[C:18]([O:24][C:25]3[CH:33]=[CH:32][C:28]4[O:29][CH2:30][O:31][C:27]=4[CH:26]=3)=[N:19][CH:20]=[C:21]([F:23])[CH:22]=2)=[O:16])=[C:9]([F:34])[CH:8]=1)[CH3:5].COC(=O)COC1C=CC(CNC(C2C(OC3C=CC4OCOC=4C=3)=NC=CC=2)=O)=C(F)C=1. (3) Given the product [F:16][C:11]1[CH:12]=[C:13]2[C:8](=[CH:9][CH:10]=1)[NH:7][C:6]([C:4]([OH:5])=[O:3])=[C:14]2[CH3:15], predict the reactants needed to synthesize it. The reactants are: C([O:3][C:4]([C:6]1[NH:7][C:8]2[C:13]([C:14]=1[CH3:15])=[CH:12][C:11]([F:16])=[CH:10][CH:9]=2)=[O:5])C.O.[OH-].[Li+].Cl. (4) Given the product [ClH:30].[ClH:30].[NH2:22][CH:19]1[CH2:18][CH2:17][N:16]([CH2:15][C@H:13]2[N:5]3[C:4]4[N:3]([C:2](=[O:1])[CH:11]=[CH:10][C:9]=4[CH:8]=[CH:7][C:6]3=[O:12])[CH2:14]2)[CH2:21][CH2:20]1, predict the reactants needed to synthesize it. The reactants are: [O:1]=[C:2]1[CH:11]=[CH:10][C:9]2[CH:8]=[CH:7][C:6](=[O:12])[N:5]3[C@H:13]([CH2:15][N:16]4[CH2:21][CH2:20][CH:19]([NH:22]C(=O)OC(C)(C)C)[CH2:18][CH2:17]4)[CH2:14][N:3]1[C:4]=23.[ClH:30].CO.